From a dataset of Reaction yield outcomes from USPTO patents with 853,638 reactions. Predict the reaction yield, written as a fraction of the theoretical maximum amount of product (1.0 means a 100% yield; for example, 0.34 means a 34% yield). (1) The reactants are [NH2:1][C@@H:2]1[C:10]2[C:5](=[CH:6][CH:7]=[CH:8][CH:9]=2)[CH2:4][CH2:3]1.[C:11]([O:15][C:16](O[C:16]([O:15][C:11]([CH3:14])([CH3:13])[CH3:12])=[O:17])=[O:17])([CH3:14])([CH3:13])[CH3:12]. The product is [C@@H:2]1([NH:1][C:16](=[O:17])[O:15][C:11]([CH3:14])([CH3:13])[CH3:12])[C:10]2[C:5](=[CH:6][CH:7]=[CH:8][CH:9]=2)[CH2:4][CH2:3]1. The catalyst is C1COCC1. The yield is 0.940. (2) The reactants are [CH3:1][O:2][C:3]1[CH:4]=[C:5]2[C:10](=[CH:11][CH:12]=1)[C:9]([OH:13])=[C:8]([C:14]1[CH:19]=[CH:18][CH:17]=[CH:16][CH:15]=1)[C:7]([CH3:20])=[CH:6]2.[H-].[Na+].F[C:24]1[CH:29]=[CH:28][C:27]([N+:30]([O-:32])=[O:31])=[CH:26][CH:25]=1. The catalyst is CN(C=O)C. The product is [CH3:20][C:7]1[C:8]([C:14]2[CH:15]=[CH:16][CH:17]=[CH:18][CH:19]=2)=[C:9]([O:13][C:24]2[CH:29]=[CH:28][C:27]([N+:30]([O-:32])=[O:31])=[CH:26][CH:25]=2)[C:10]2[C:5]([CH:6]=1)=[CH:4][C:3]([O:2][CH3:1])=[CH:12][CH:11]=2. The yield is 0.780. (3) The reactants are [CH3:1][C:2]1([CH3:16])[C:6]([CH3:8])([CH3:7])[O:5][B:4]([C:9]2[CH:10]=[C:11]([OH:15])[CH:12]=[CH:13][CH:14]=2)[O:3]1.C([O-])([O-])=O.[K+].[K+].Br[CH2:24][CH2:25][O:26][CH3:27]. The catalyst is C(Cl)Cl. The product is [CH3:27][O:26][CH2:25][CH2:24][O:15][C:11]1[CH:10]=[C:9]([B:4]2[O:3][C:2]([CH3:16])([CH3:1])[C:6]([CH3:7])([CH3:8])[O:5]2)[CH:14]=[CH:13][CH:12]=1. The yield is 0.500. (4) The reactants are Cl[C:2]1[CH2:6][C:5]([CH3:8])([CH3:7])[CH2:4][C:3]=1/[CH:9]=[CH:10]/[C:11]([O:13][CH2:14][CH3:15])=[O:12].[N-:16]=[N+]=[N-].[Na+].O.C(Cl)Cl. The catalyst is CS(C)=O. The product is [CH3:7][C:5]1([CH3:8])[CH2:6][C:2]2[NH:16][C:10]([C:11]([O:13][CH2:14][CH3:15])=[O:12])=[CH:9][C:3]=2[CH2:4]1. The yield is 0.370.